This data is from Forward reaction prediction with 1.9M reactions from USPTO patents (1976-2016). The task is: Predict the product of the given reaction. (1) Given the reactants C(N(CC)CC)C.[NH2:8][C@@H:9]1[CH2:15][CH2:14][C@@H:13]([C:16]2[CH:21]=[CH:20][CH:19]=[C:18]([F:22])[C:17]=2[F:23])[CH2:12][N:11]([CH2:24][C:25]([F:28])([F:27])[F:26])[C:10]1=[O:29].Cl[C:31](OC1C=CC([N+]([O-])=O)=CC=1)=[O:32].Cl.[NH:44]1[CH2:49][CH2:48][CH:47]([N:50]2[C:58]3[C:53](=[N:54][CH:55]=[N:56][CH:57]=3)[NH:52][C:51]2=[O:59])[CH2:46][CH2:45]1, predict the reaction product. The product is: [F:23][C:17]1[C:18]([F:22])=[CH:19][CH:20]=[CH:21][C:16]=1[C@H:13]1[CH2:12][N:11]([CH2:24][C:25]([F:28])([F:26])[F:27])[C:10](=[O:29])[C@H:9]([NH:8][C:31]([N:44]2[CH2:49][CH2:48][CH:47]([N:50]3[C:58]4[C:53](=[N:54][CH:55]=[N:56][CH:57]=4)[NH:52][C:51]3=[O:59])[CH2:46][CH2:45]2)=[O:32])[CH2:15][CH2:14]1. (2) Given the reactants C([SiH](CC)CC)C.FC(F)(F)C(O)=O.[C:15]([O:19][C:20]([NH:22][C:23]1[N:28]=[CH:27][C:26]([CH2:29][C:30]([C:39]2[N:40]=[CH:41][N:42](C(C3C=CC=CC=3)(C3C=CC=CC=3)C3C=CC=CC=3)[CH:43]=2)([C:35]([O:37][CH3:38])=[O:36])[C:31]([O:33][CH3:34])=[O:32])=[CH:25][CH:24]=1)=[O:21])([CH3:18])([CH3:17])[CH3:16].[OH-].[Na+], predict the reaction product. The product is: [C:15]([O:19][C:20]([NH:22][C:23]1[N:28]=[CH:27][C:26]([CH2:29][C:30]([C:39]2[N:40]=[CH:41][NH:42][CH:43]=2)([C:35]([O:37][CH3:38])=[O:36])[C:31]([O:33][CH3:34])=[O:32])=[CH:25][CH:24]=1)=[O:21])([CH3:18])([CH3:16])[CH3:17]. (3) Given the reactants [Cl-].[NH4+].[CH2:3]([O:5][C:6](=[O:23])[C:7]1[CH:12]=[C:11]([O:13][C:14]([F:17])([F:16])[F:15])[C:10]([CH:18]=[CH2:19])=[CH:9][C:8]=1[N+:20]([O-])=O)[CH3:4], predict the reaction product. The product is: [CH2:3]([O:5][C:6](=[O:23])[C:7]1[CH:12]=[C:11]([O:13][C:14]([F:15])([F:16])[F:17])[C:10]([CH:18]=[CH2:19])=[CH:9][C:8]=1[NH2:20])[CH3:4]. (4) Given the reactants [NH:1]1[C:5]2=[N:6][CH:7]=[CH:8][CH:9]=[C:4]2[C:3]([C:10]2[N:11]=[C:12]([NH2:15])[S:13][CH:14]=2)=[CH:2]1.N1C2C(=CC=CN=2)C=[CH:17]1.[Al+3].[Cl-].[Cl-].[Cl-].BrC(C)C(Br)=O.NC(N)=S, predict the reaction product. The product is: [CH3:17][C:14]1[S:13][C:12]([NH2:15])=[N:11][C:10]=1[C:3]1[C:4]2[C:5](=[N:6][CH:7]=[CH:8][CH:9]=2)[NH:1][CH:2]=1. (5) Given the reactants [C:1]([OH:8])(=[O:7])/[CH:2]=[CH:3]/[C:4]([OH:6])=[O:5].[NH2:9][C:10]1[N:15]=[C:14]([CH3:16])[C:13]([CH2:17][C:18]2[CH:23]=[CH:22][C:21]([CH2:24][C:25]([O:27][CH2:28][CH2:29][CH2:30][CH2:31][N:32]([CH3:34])[CH3:33])=[O:26])=[CH:20][CH:19]=2)=[C:12]([NH:35][CH2:36][CH2:37][CH2:38][CH2:39][CH3:40])[N:11]=1, predict the reaction product. The product is: [C:1]([OH:8])(=[O:7])/[CH:2]=[CH:3]/[C:4]([OH:6])=[O:5].[C:1]([OH:8])(=[O:7])/[CH:2]=[CH:3]/[C:4]([OH:6])=[O:5].[NH2:9][C:10]1[N:15]=[C:14]([CH3:16])[C:13]([CH2:17][C:18]2[CH:19]=[CH:20][C:21]([CH2:24][C:25]([O:27][CH2:28][CH2:29][CH2:30][CH2:31][N:32]([CH3:33])[CH3:34])=[O:26])=[CH:22][CH:23]=2)=[C:12]([NH:35][CH2:36][CH2:37][CH2:38][CH2:39][CH3:40])[N:11]=1. (6) Given the reactants [OH:1][C:2]1[CH:10]=[C:9]([O:11][CH3:12])[CH:8]=[CH:7][C:3]=1[C:4](Cl)=[O:5].[CH3:13][NH:14][CH2:15][C:16]#[N:17].N1C(C)=CC=CC=1C, predict the reaction product. The product is: [C:16]([CH2:15][N:14]([CH3:13])[C:4](=[O:5])[C:3]1[CH:7]=[CH:8][C:9]([O:11][CH3:12])=[CH:10][C:2]=1[OH:1])#[N:17]. (7) Given the reactants [F:1][C:2]([F:13])([C:5]1[CH:10]=[CH:9][CH:8]=[C:7]([O:11][CH3:12])[CH:6]=1)[CH2:3][OH:4].[H-].[Na+].[Br:16][CH2:17][CH2:18][CH2:19][CH2:20][CH2:21][CH2:22]Br, predict the reaction product. The product is: [Br:16][CH2:17][CH2:18][CH2:19][CH2:20][CH2:21][CH2:22][O:4][CH2:3][C:2]([C:5]1[CH:10]=[CH:9][CH:8]=[C:7]([O:11][CH3:12])[CH:6]=1)([F:13])[F:1]. (8) The product is: [CH3:1][O:2][C:3]1[CH:11]=[CH:10][C:6]([CH2:7][CH2:8][NH:9][CH2:13][C:14]#[N:15])=[CH:5][CH:4]=1. Given the reactants [CH3:1][O:2][C:3]1[CH:11]=[CH:10][C:6]([CH2:7][CH2:8][NH2:9])=[CH:5][CH:4]=1.Cl[CH2:13][C:14]#[N:15].C(N(CC)C(C)C)(C)C, predict the reaction product. (9) The product is: [Cl:1][C:2]1[N:11]=[CH:10][C:9]2[N:8]([CH2:12][CH:13]3[CH2:14][CH2:15]3)[C:7](=[O:16])[C@@:6]3([CH3:24])[CH2:17][O:18][CH:19]([CH3:21])[CH2:20][N:5]3[C:4]=2[N:3]=1. Given the reactants [Cl:1][C:2]1[N:11]=[CH:10][C:9]2[N:8]([CH2:12][CH:13]3[CH2:15][CH2:14]3)[C:7](=[O:16])[C@H:6]3[CH2:17][O:18][CH:19]([CH3:21])[CH2:20][N:5]3[C:4]=2[N:3]=1.IC.[CH3:24]C([O-])(C)C.[Na+], predict the reaction product.